Dataset: Full USPTO retrosynthesis dataset with 1.9M reactions from patents (1976-2016). Task: Predict the reactants needed to synthesize the given product. Given the product [Br-:14].[N:18]1([C:16](=[O:17])[CH2:15][N+:9]2[CH:10]=[CH:11][CH:12]=[CH:13][C:8]=2[CH2:1][C:2]2[CH:7]=[CH:6][CH:5]=[CH:4][CH:3]=2)[CH2:22][CH2:21][CH2:20][CH2:19]1, predict the reactants needed to synthesize it. The reactants are: [CH2:1]([C:8]1[CH:13]=[CH:12][CH:11]=[CH:10][N:9]=1)[C:2]1[CH:7]=[CH:6][CH:5]=[CH:4][CH:3]=1.[Br:14][CH2:15][C:16]([N:18]1[CH2:22][CH2:21][CH2:20][CH2:19]1)=[O:17].